This data is from Catalyst prediction with 721,799 reactions and 888 catalyst types from USPTO. The task is: Predict which catalyst facilitates the given reaction. (1) Reactant: [CH3:1][C:2]1[S:3][CH:4]=[CH:5][N:6]=1.C([Li])CCC.Cl[Sn:13]([CH3:16])([CH3:15])[CH3:14]. Product: [CH3:1][C:2]1[S:3][C:4]([Sn:13]([CH3:16])([CH3:15])[CH3:14])=[CH:5][N:6]=1. The catalyst class is: 27. (2) Reactant: [C:1]([O:5][C:6](=[O:15])[NH:7][CH:8]1[CH2:13][CH2:12][CH:11]([NH2:14])[CH2:10][CH2:9]1)([CH3:4])([CH3:3])[CH3:2].[CH3:16][C:17]([CH3:19])=O.[C:20](O[BH-](OC(=O)C)OC(=O)C)(=O)C.[Na+].[OH-].[Na+].C=O. Product: [C:1]([O:5][C:6](=[O:15])[NH:7][C@H:8]1[CH2:9][CH2:10][C@@H:11]([N:14]([CH:17]([CH3:19])[CH3:16])[CH3:20])[CH2:12][CH2:13]1)([CH3:4])([CH3:2])[CH3:3]. The catalyst class is: 2. (3) Reactant: [N+:1]([C:4]1[CH:9]=[CH:8][CH:7]=[CH:6][C:5]=1[S:10](Cl)(=[O:12])=[O:11])([O-:3])=[O:2].[CH3:14][NH2:15].O1CCCC1. Product: [CH3:14][NH:15][S:10]([C:5]1[CH:6]=[CH:7][CH:8]=[CH:9][C:4]=1[N+:1]([O-:3])=[O:2])(=[O:12])=[O:11]. The catalyst class is: 2.